From a dataset of Forward reaction prediction with 1.9M reactions from USPTO patents (1976-2016). Predict the product of the given reaction. (1) The product is: [Cl:3][C:4]1[CH:5]=[CH:6][C:7]([C:8]([NH:10][CH:11]([CH2:17][C:18]2[C:27]3[C:22](=[CH:23][CH:24]=[CH:25][CH:26]=3)[NH:21][C:20](=[O:28])[CH:19]=2)[C:12]([OH:14])=[O:13])=[O:9])=[CH:34][CH:35]=1. Given the reactants [OH-].[Na+].[Cl:3][C:4]1[CH:35]=[CH:34][C:7]([C:8]([NH:10][C:11](C(OCC)=O)([CH2:17][C:18]2[C:27]3[C:22](=[CH:23][CH:24]=[CH:25][CH:26]=3)[NH:21][C:20](=[O:28])[CH:19]=2)[C:12]([O:14]CC)=[O:13])=[O:9])=[CH:6][CH:5]=1, predict the reaction product. (2) Given the reactants C(N(CC)CC)C.[CH:8]1([C:12]([OH:14])=O)[CH2:11][CH2:10][CH2:9]1.Cl.[NH2:16][CH:17]([CH2:23][SH:24])[C:18]([O:20][CH2:21][CH3:22])=[O:19].C(P1(=O)OP(CCC)(=O)OP(CCC)(=O)O1)CC, predict the reaction product. The product is: [CH:8]1([C:12]([NH:16][CH:17]([CH2:23][SH:24])[C:18]([O:20][CH2:21][CH3:22])=[O:19])=[O:14])[CH2:9][CH2:10][CH2:11]1. (3) Given the reactants [CH3:1][C:2]1[CH:7]=[C:6]([CH3:8])[NH:5][C:4](=[O:9])[C:3]=1[CH2:10][NH:11][C:12]([C:14]1[C:15]([CH3:43])=[C:16]([N:28]([CH3:42])[CH:29]2[CH2:34][CH2:33][N:32](C(OC(C)(C)C)=O)[CH2:31][CH2:30]2)[CH:17]=[C:18]([C:20]2[CH:21]=[N:22][C:23]([CH:26]=O)=[CH:24][CH:25]=2)[CH:19]=1)=[O:13].[NH:44]1[CH2:49][CH2:48][O:47][CH2:46][CH2:45]1.CO.C(O)(=O)C.[BH3-]C#N.[Na+], predict the reaction product. The product is: [CH3:1][C:2]1[CH:7]=[C:6]([CH3:8])[NH:5][C:4](=[O:9])[C:3]=1[CH2:10][NH:11][C:12](=[O:13])[C:14]1[CH:19]=[C:18]([C:20]2[CH:21]=[N:22][C:23]([CH2:26][N:44]3[CH2:49][CH2:48][O:47][CH2:46][CH2:45]3)=[CH:24][CH:25]=2)[CH:17]=[C:16]([N:28]([CH3:42])[CH:29]2[CH2:34][CH2:33][NH:32][CH2:31][CH2:30]2)[C:15]=1[CH3:43]. (4) The product is: [C:44]([OH:51])(=[O:50])/[CH:45]=[CH:46]\[C:47]([OH:49])=[O:48].[C:44]([OH:51])(=[O:50])/[CH:45]=[CH:46]\[C:47]([OH:49])=[O:48].[C:44]([OH:51])(=[O:50])/[CH:45]=[CH:46]\[C:47]([OH:49])=[O:48].[NH2:1][C:2]1[N:7]=[CH:6][N:5]=[C:4]2[N:8]([CH:31]3[CH2:32][CH2:33][N:34]([CH:37]4[CH2:42][CH2:41][N:40]([CH3:43])[CH2:39][CH2:38]4)[CH2:35][CH2:36]3)[N:9]=[C:10]([C:11]3[CH:16]=[CH:15][C:14]([NH:17][C:18](=[O:28])[CH2:19][C@H:20]([C:22]4[CH:23]=[CH:24][CH:25]=[CH:26][CH:27]=4)[CH3:21])=[C:13]([O:29][CH3:30])[CH:12]=3)[C:3]=12. Given the reactants [NH2:1][C:2]1[N:7]=[CH:6][N:5]=[C:4]2[N:8]([CH:31]3[CH2:36][CH2:35][N:34]([CH:37]4[CH2:42][CH2:41][N:40]([CH3:43])[CH2:39][CH2:38]4)[CH2:33][CH2:32]3)[N:9]=[C:10]([C:11]3[CH:16]=[CH:15][C:14]([NH:17][C:18](=[O:28])[CH2:19][C@H:20]([C:22]4[CH:27]=[CH:26][CH:25]=[CH:24][CH:23]=4)[CH3:21])=[C:13]([O:29][CH3:30])[CH:12]=3)[C:3]=12.[C:44]([OH:51])(=[O:50])/[CH:45]=[CH:46]\[C:47]([OH:49])=[O:48], predict the reaction product. (5) The product is: [ClH:24].[F:22][C:19]1[CH:18]=[CH:17][C:16]([NH:15][C:14]([C@H:10]2[CH2:11][CH2:12][CH2:13][NH:8][CH2:9]2)=[O:23])=[CH:21][CH:20]=1. Given the reactants C(OC([N:8]1[CH2:13][CH2:12][CH2:11][C@H:10]([C:14](=[O:23])[NH:15][C:16]2[CH:21]=[CH:20][C:19]([F:22])=[CH:18][CH:17]=2)[CH2:9]1)=O)(C)(C)C.[ClH:24], predict the reaction product.